Predict which catalyst facilitates the given reaction. From a dataset of Catalyst prediction with 721,799 reactions and 888 catalyst types from USPTO. (1) Reactant: [CH2:1]([P:3]([OH:5])[OH:4])[CH3:2].[OH-].[Na+].O.O.O.O.O.O.O.O.O.[N+]([O-])([O-])=O.[Al+3:21].[N+]([O-])([O-])=O.[N+]([O-])([O-])=O. Product: [Al+3:21].[CH2:1]([P:3]([O-:5])[O-:4])[CH3:2].[CH2:1]([P:3]([O-:5])[O-:4])[CH3:2].[CH2:1]([P:3]([O-:5])[O-:4])[CH3:2].[Al+3:21]. The catalyst class is: 6. (2) Reactant: [Cl:1][C:2]1[CH:7]=[CH:6][C:5](B(O)O)=[CH:4][CH:3]=1.C(O[I:15](OC(=O)C)[C:16]1[C:21]([CH3:22])=[CH:20][C:19]([CH3:23])=[CH:18][C:17]=1[CH3:24])(=O)C.[F:29][B-:30]([F:33])([F:32])[F:31].C1([I+]C2C=CC=CC=2)C=CC=CC=1.F[B-](F)(F)F.[Na+]. Product: [F:29][B-:30]([F:33])([F:32])[F:31].[Cl:1][C:2]1[CH:7]=[CH:6][C:5]([I+:15][C:16]2[C:21]([CH3:22])=[CH:20][C:19]([CH3:23])=[CH:18][C:17]=2[CH3:24])=[CH:4][CH:3]=1. The catalyst class is: 2. (3) The catalyst class is: 39. Reactant: [OH:1][C:2]1([C:8]2[CH:13]=[CH:12][CH:11]=[CH:10][CH:9]=2)[CH2:7][CH2:6][NH:5][CH2:4][CH2:3]1.[CH2:14](Br)[C:15]1[CH:20]=[CH:19][CH:18]=[CH:17][CH:16]=1.C(=O)([O-])[O-].[K+].[K+]. Product: [CH2:14]([N:5]1[CH2:6][CH2:7][C:2]([C:8]2[CH:13]=[CH:12][CH:11]=[CH:10][CH:9]=2)([OH:1])[CH2:3][CH2:4]1)[C:15]1[CH:20]=[CH:19][CH:18]=[CH:17][CH:16]=1. (4) Reactant: [F:1][C:2]([F:35])([F:34])[S:3]([O:6][C:7]1[CH:12]=[CH:11][C:10]([C@H:13]2[CH2:18][CH2:17][C@H:16]([N:19]([CH2:27][C:28]3[CH:33]=[CH:32][CH:31]=[CH:30][CH:29]=3)C(OC(C)(C)C)=O)[CH2:15][CH2:14]2)=[CH:9][CH:8]=1)(=[O:5])=[O:4]. Product: [F:34][C:2]([F:1])([F:35])[S:3]([O:6][C:7]1[CH:8]=[CH:9][C:10]([C@H:13]2[CH2:18][CH2:17][C@H:16]([NH:19][CH2:27][C:28]3[CH:29]=[CH:30][CH:31]=[CH:32][CH:33]=3)[CH2:15][CH2:14]2)=[CH:11][CH:12]=1)(=[O:4])=[O:5]. The catalyst class is: 330. (5) Reactant: [CH2:1]([N:3](CC)CC)C.[C:8]([O:12][C:13](=[O:31])[C:14]1[C:19]([NH:20][C:21]2[CH:26]=[CH:25][C:24]([Br:27])=[CH:23][C:22]=2[Cl:28])=[C:18]([Cl:29])[C:17](Cl)=[N:16][CH:15]=1)([CH3:11])([CH3:10])[CH3:9].CCO[C:35]([CH3:37])=[O:36]. Product: [C:8]([O:12][C:13](=[O:31])[C:14]1[C:19]([NH:20][C:21]2[CH:26]=[CH:25][C:24]([Br:27])=[CH:23][C:22]=2[Cl:28])=[C:18]([Cl:29])[C:17]([NH:3][CH2:1][CH:35]([OH:36])[CH3:37])=[N:16][CH:15]=1)([CH3:9])([CH3:10])[CH3:11]. The catalyst class is: 10.